This data is from Full USPTO retrosynthesis dataset with 1.9M reactions from patents (1976-2016). The task is: Predict the reactants needed to synthesize the given product. (1) Given the product [C:15]([O:14][C:12]([N:8]1[CH2:9][CH2:10][CH2:11][C@@H:6]([C:4](=[O:5])[C:26]2[CH:27]=[CH:28][CH:29]=[CH:30][C:25]=2[O:24][C:23]2[CH:32]=[CH:33][CH:34]=[C:21]([F:20])[CH:22]=2)[CH2:7]1)=[O:13])([CH3:16])([CH3:17])[CH3:18], predict the reactants needed to synthesize it. The reactants are: CON(C)[C:4]([C@@H:6]1[CH2:11][CH2:10][CH2:9][N:8]([C:12]([O:14][C:15]([CH3:18])([CH3:17])[CH3:16])=[O:13])[CH2:7]1)=[O:5].[F:20][C:21]1[CH:22]=[C:23]([CH:32]=[CH:33][CH:34]=1)[O:24][C:25]1[CH:30]=[CH:29][CH:28]=[CH:27][C:26]=1[Li]. (2) Given the product [Si:7]([O:14][CH2:15][CH2:16][C@H:17]1[CH2:22][C@@H:21]([OH:23])[CH2:20][CH2:19][C@@:18]1([C@H:25]1[CH2:33][CH2:32][C@@:31]2([CH3:34])[C@@H:27]([CH2:28][CH2:29][C:30]2=[CH2:1])[C@@H:26]1[OH:36])[CH3:24])([C:10]([CH3:12])([CH3:13])[CH3:11])([CH3:9])[CH3:8], predict the reactants needed to synthesize it. The reactants are: [CH3:1]C([O-])(C)C.[K+].[Si:7]([O:14][CH2:15][CH2:16][C@H:17]1[CH2:22][C@@H:21]([OH:23])[CH2:20][CH2:19][C@@:18]1([C@H:25]1[CH2:33][CH2:32][C@@:31]2([CH3:34])[C@@H:27]([CH2:28][CH2:29][C:30]2=O)[C@@H:26]1[OH:36])[CH3:24])([C:10]([CH3:13])([CH3:12])[CH3:11])([CH3:9])[CH3:8].